From a dataset of Full USPTO retrosynthesis dataset with 1.9M reactions from patents (1976-2016). Predict the reactants needed to synthesize the given product. (1) Given the product [C:11]([C:9]1[CH:10]=[C:5]2[C:6](=[CH:37][CH:8]=1)[NH:13][C:3]([C:2]([F:1])([F:15])[F:14])=[C:4]2[C:16]([OH:18])=[O:17])#[N:12], predict the reactants needed to synthesize it. The reactants are: [F:1][C:2]([F:15])([F:14])[C:3]1[NH:13][C:6]2=N[CH:8]=[C:9]([C:11]#[N:12])[CH:10]=[C:5]2[CH:4]=1.[C:16](OC(OC(C)(C)C)=O)([O:18]C(C)(C)C)=[O:17].[2H][B-]([2H])([2H])[2H].[Na+].[CH3:37]O. (2) Given the product [CH2:1]([S:5][C:6]1[N:14]=[C:13]2[C:9]([N:10]=[CH:11][N:12]2[C@@H:15]2[O:27][C@H:26]([CH2:28][OH:29])[C@@H:21]([OH:22])[C@H:16]2[OH:17])=[C:8]([NH:40][CH:34]2[CH2:39][CH2:38][CH2:37][CH2:36][CH2:35]2)[N:7]=1)[CH2:2][CH2:3][CH3:4], predict the reactants needed to synthesize it. The reactants are: [CH2:1]([S:5][C:6]1[N:14]=[C:13]2[C:9]([N:10]=[CH:11][N:12]2[C@@H:15]2[O:27][C@H:26]([CH2:28][O:29]C(=O)C)[C@@H:21]([O:22]C(=O)C)[C@H:16]2[O:17]C(=O)C)=[C:8](Cl)[N:7]=1)[CH2:2][CH2:3][CH3:4].[CH:34]1([NH2:40])[CH2:39][CH2:38][CH2:37][CH2:36][CH2:35]1. (3) Given the product [CH3:1][C:2]1[O:8][CH:7]=[CH:6][C:4](=[O:5])[C:3]=1[O:9][CH2:12][C:13]1[CH:18]=[CH:17][CH:16]=[CH:15][CH:14]=1, predict the reactants needed to synthesize it. The reactants are: [CH3:1][C:2]1[O:8][CH:7]=[CH:6][C:4](=[O:5])[C:3]=1[OH:9].[OH-].[Na+].[CH2:12](Cl)[C:13]1[CH:18]=[CH:17][CH:16]=[CH:15][CH:14]=1. (4) Given the product [CH3:1][C:2]([CH3:24])([CH2:16][O:17][CH:18]1[CH2:23][CH2:22][CH2:21][CH2:20][O:19]1)[CH2:3][CH2:4][NH2:5], predict the reactants needed to synthesize it. The reactants are: [CH3:1][C:2]([CH3:24])([CH2:16][O:17][CH:18]1[CH2:23][CH2:22][CH2:21][CH2:20][O:19]1)[CH2:3][CH2:4][N:5]1C(=O)C2C(=CC=CC=2)C1=O.O.NN.